From a dataset of Peptide-MHC class II binding affinity with 134,281 pairs from IEDB. Regression. Given a peptide amino acid sequence and an MHC pseudo amino acid sequence, predict their binding affinity value. This is MHC class II binding data. The peptide sequence is DELVGGPPVEASAAA. The MHC is HLA-DPA10103-DPB10201 with pseudo-sequence HLA-DPA10103-DPB10201. The binding affinity (normalized) is 0.0148.